This data is from Peptide-MHC class II binding affinity with 134,281 pairs from IEDB. The task is: Regression. Given a peptide amino acid sequence and an MHC pseudo amino acid sequence, predict their binding affinity value. This is MHC class II binding data. (1) The peptide sequence is TILPLMALLTPVTMA. The MHC is DRB1_0901 with pseudo-sequence DRB1_0901. The binding affinity (normalized) is 0.674. (2) The peptide sequence is EVYTQLCDHRLMSAA. The MHC is DRB1_0405 with pseudo-sequence DRB1_0405. The binding affinity (normalized) is 0.327. (3) The MHC is DRB5_0101 with pseudo-sequence DRB5_0101. The binding affinity (normalized) is 0.828. The peptide sequence is LNKFISPKSVAGRFA. (4) The peptide sequence is KIIGGIGGFIKVRQYDQILI. The MHC is DRB1_0301 with pseudo-sequence DRB1_0301. The binding affinity (normalized) is 0.154.